The task is: Regression. Given a peptide amino acid sequence and an MHC pseudo amino acid sequence, predict their binding affinity value. This is MHC class I binding data.. This data is from Peptide-MHC class I binding affinity with 185,985 pairs from IEDB/IMGT. (1) The peptide sequence is FPHTELANL. The MHC is HLA-B51:01 with pseudo-sequence HLA-B51:01. The binding affinity (normalized) is 0.397. (2) The peptide sequence is KSAKKFDTFK. The MHC is HLA-A33:01 with pseudo-sequence HLA-A33:01. The binding affinity (normalized) is 0.0632. (3) The peptide sequence is FLILPQAKK. The MHC is HLA-A69:01 with pseudo-sequence HLA-A69:01. The binding affinity (normalized) is 0.0847.